From a dataset of Catalyst prediction with 721,799 reactions and 888 catalyst types from USPTO. Predict which catalyst facilitates the given reaction. (1) Reactant: C(OC([NH:8][C@H:9]([C:11]([O:13][C@H:14]([C@@H:43]([NH:51][C:52](=[O:71])[C@@H:53]([N:58]1[CH2:62][CH2:61][N:60]([CH2:63][C:64]2[CH:69]=[CH:68][CH:67]=[CH:66][CH:65]=2)[C:59]1=[O:70])[C:54]([CH3:57])([CH3:56])[CH3:55])[CH2:44][C:45]1[CH:50]=[CH:49][CH:48]=[CH:47][CH:46]=1)[CH2:15][C@@H:16]([NH:30][C:31](=[O:42])[C@H:32]([C:38]([CH3:41])([CH3:40])[CH3:39])[NH:33][C:34]([O:36][CH3:37])=[O:35])[CH2:17][C:18]1[CH:23]=[CH:22][C:21]([C:24]2[CH:29]=[CH:28][CH:27]=[CH:26][N:25]=2)=[CH:20][CH:19]=1)=[O:12])[CH3:10])=O)(C)(C)C.Cl. Product: [NH2:8][C@@H:9]([CH3:10])[C:11]([O:13][C@H:14]([C@@H:43]([NH:51][C:52](=[O:71])[C@@H:53]([N:58]1[CH2:62][CH2:61][N:60]([CH2:63][C:64]2[CH:65]=[CH:66][CH:67]=[CH:68][CH:69]=2)[C:59]1=[O:70])[C:54]([CH3:55])([CH3:57])[CH3:56])[CH2:44][C:45]1[CH:46]=[CH:47][CH:48]=[CH:49][CH:50]=1)[CH2:15][C@@H:16]([NH:30][C:31](=[O:42])[C@@H:32]([NH:33][C:34]([O:36][CH3:37])=[O:35])[C:38]([CH3:39])([CH3:40])[CH3:41])[CH2:17][C:18]1[CH:19]=[CH:20][C:21]([C:24]2[CH:29]=[CH:28][CH:27]=[CH:26][N:25]=2)=[CH:22][CH:23]=1)=[O:12]. The catalyst class is: 269. (2) Reactant: FC(F)(F)C(O)=O.[F:8][C:9]1[CH:43]=[CH:42][CH:41]=[C:40]([F:44])[C:10]=1[CH2:11][O:12][C:13]1[C:14]2[N:15]([C:20]([C:24]([NH:26][CH:27]3[CH:31]([F:32])[CH2:30][N:29](C(OC(C)(C)C)=O)[CH2:28]3)=[O:25])=[C:21]([CH3:23])[N:22]=2)[CH:16]=[C:17]([CH3:19])[CH:18]=1.Cl. Product: [F:8][C:9]1[CH:43]=[CH:42][CH:41]=[C:40]([F:44])[C:10]=1[CH2:11][O:12][C:13]1[C:14]2[N:15]([C:20]([C:24]([NH:26][CH:27]3[CH:31]([F:32])[CH2:30][NH:29][CH2:28]3)=[O:25])=[C:21]([CH3:23])[N:22]=2)[CH:16]=[C:17]([CH3:19])[CH:18]=1. The catalyst class is: 27.